This data is from Full USPTO retrosynthesis dataset with 1.9M reactions from patents (1976-2016). The task is: Predict the reactants needed to synthesize the given product. Given the product [CH:1]1([N:7]([CH2:18][CH:19]2[CH2:20][CH2:21]2)[C:8]2[N:13]=[CH:12][N:11]=[C:10]([C:14]([OH:16])=[O:15])[CH:9]=2)[CH2:2][CH2:3][CH2:4][CH2:5][CH2:6]1, predict the reactants needed to synthesize it. The reactants are: [CH:1]1([N:7]([CH2:18][CH:19]2[CH2:21][CH2:20]2)[C:8]2[N:13]=[CH:12][N:11]=[C:10]([C:14]([O:16]C)=[O:15])[CH:9]=2)[CH2:6][CH2:5][CH2:4][CH2:3][CH2:2]1.O.[OH-].[Li+].